Dataset: Peptide-MHC class II binding affinity with 134,281 pairs from IEDB. Task: Regression. Given a peptide amino acid sequence and an MHC pseudo amino acid sequence, predict their binding affinity value. This is MHC class II binding data. (1) The peptide sequence is TRKYLPAIVREAIKR. The MHC is DRB3_0101 with pseudo-sequence DRB3_0101. The binding affinity (normalized) is 0.326. (2) The peptide sequence is YYSEPTSENNAHHVC. The MHC is HLA-DQA10201-DQB10301 with pseudo-sequence HLA-DQA10201-DQB10301. The binding affinity (normalized) is 0.310. (3) The peptide sequence is SQILELSWNLNGLQAY. The MHC is DRB1_0401 with pseudo-sequence DRB1_0401. The binding affinity (normalized) is 0.791.